Dataset: Catalyst prediction with 721,799 reactions and 888 catalyst types from USPTO. Task: Predict which catalyst facilitates the given reaction. (1) Reactant: [Br:1][C:2]1[CH:3]=[C:4]2[C:9](=[C:10]([F:12])[CH:11]=1)[NH:8][C:7](=S)[CH2:6][CH2:5]2.[C:14]([NH:17][NH2:18])(=O)[CH3:15]. Product: [Br:1][C:2]1[CH:3]=[C:4]2[C:9](=[C:10]([F:12])[CH:11]=1)[N:8]1[C:14]([CH3:15])=[N:17][N:18]=[C:7]1[CH2:6][CH2:5]2. The catalyst class is: 51. (2) Reactant: [H-].[Na+].CN(C=O)C.[Cl:8][C:9]1[CH:10]=[CH:11][C:12]([CH3:30])=[C:13]([C@H:15]([OH:29])[C@@H:16]2[CH2:21][CH2:20][CH2:19][N:18]([C:22]([O:24][C:25]([CH3:28])([CH3:27])[CH3:26])=[O:23])[CH2:17]2)[CH:14]=1.Br[CH2:32][C:33]([O:35][CH2:36][CH3:37])=[O:34]. Product: [Cl:8][C:9]1[CH:10]=[CH:11][C:12]([CH3:30])=[C:13]([C@H:15]([O:29][CH2:32][C:33]([O:35][CH2:36][CH3:37])=[O:34])[C@@H:16]2[CH2:21][CH2:20][CH2:19][N:18]([C:22]([O:24][C:25]([CH3:26])([CH3:27])[CH3:28])=[O:23])[CH2:17]2)[CH:14]=1. The catalyst class is: 1. (3) The catalyst class is: 82. Product: [Br:1][C:2]1[C:10]([F:11])=[CH:9][CH:8]=[C:7]([N+:12]([O-:14])=[O:13])[C:3]=1[C:4]([OH:6])=[O:5]. Reactant: [Br:1][C:2]1[C:10]([F:11])=[CH:9][CH:8]=[CH:7][C:3]=1[C:4]([OH:6])=[O:5].[N+:12]([O-])([OH:14])=[O:13]. (4) Reactant: [NH2:1][C@@H:2]1[CH2:7][CH2:6][N:5]([C:8]2[C:9]([Cl:32])=[C:10]([NH:16][C:17]3[N:22]=[C:21]([NH:23][CH:24]4[CH2:26][CH2:25]4)[C:20]4=[N:27][CH:28]=[C:29]([C:30]#[N:31])[N:19]4[N:18]=3)[CH:11]=[C:12]([C:14]#[N:15])[CH:13]=2)[CH2:4][C@H:3]1[O:33][Si:34]([C:37]([CH3:40])([CH3:39])[CH3:38])([CH3:36])[CH3:35].C1N=CN([C:46](N2C=NC=C2)=[O:47])C=1.[CH3:53][N:54]([CH3:58])[CH2:55][CH2:56][OH:57].C[Si]([N-][Si](C)(C)C)(C)C.[Li+]. Product: [Si:34]([O:33][C@H:3]1[C@H:2]([NH:1][C:46](=[O:47])[O:57][CH2:56][CH2:55][N:54]([CH3:58])[CH3:53])[CH2:7][CH2:6][N:5]([C:8]2[CH:13]=[C:12]([C:14]#[N:15])[CH:11]=[C:10]([NH:16][C:17]3[N:22]=[C:21]([NH:23][CH:24]4[CH2:25][CH2:26]4)[C:20]4=[N:27][CH:28]=[C:29]([C:30]#[N:31])[N:19]4[N:18]=3)[C:9]=2[Cl:32])[CH2:4]1)([C:37]([CH3:40])([CH3:39])[CH3:38])([CH3:35])[CH3:36]. The catalyst class is: 1. (5) Reactant: C[O:2][C:3](=O)[CH:4]([C:25]1[CH:30]=[CH:29][CH:28]=[C:27]([Cl:31])[CH:26]=1)[N:5]1[CH2:10][CH2:9][N:8]([C:11](=[O:24])[NH:12][C:13]2[S:14][C:15]3[N:16]=[CH:17][N:18]=[C:19]([O:22][CH3:23])[C:20]=3[N:21]=2)[CH2:7][CH2:6]1.[H-].[Al+3].[Li+].[H-].[H-].[H-]. Product: [CH3:23][O:22][C:19]1[C:20]2[N:21]=[C:13]([NH:12][C:11]([N:8]3[CH2:9][CH2:10][N:5]([CH:4]([C:25]4[CH:30]=[CH:29][CH:28]=[C:27]([Cl:31])[CH:26]=4)[CH2:3][OH:2])[CH2:6][CH2:7]3)=[O:24])[S:14][C:15]=2[N:16]=[CH:17][N:18]=1. The catalyst class is: 7. (6) Reactant: Br[C:2]1[S:3][C:4]2[CH:10]=[CH:9][C:8]([Cl:11])=[CH:7][C:5]=2[CH:6]=1.[CH3:12][C:13]1[CH:18]=[CH:17][C:16](B(O)O)=[CH:15][CH:14]=1. Product: [Cl:11][C:8]1[CH:9]=[CH:10][C:4]2[S:3][C:2]([C:16]3[CH:17]=[CH:18][C:13]([CH3:12])=[CH:14][CH:15]=3)=[CH:6][C:5]=2[CH:7]=1. The catalyst class is: 13.